This data is from Forward reaction prediction with 1.9M reactions from USPTO patents (1976-2016). The task is: Predict the product of the given reaction. (1) The product is: [Br:45][C:39]1[CH:40]=[C:41]([N+:42]([O-:44])=[O:43])[C:36]2[N:35]=[C:29]([C:26]3[CH:25]=[CH:24][C:23]4[CH:22]=[C:21]5[C:16](=[O:15])[NH:17][CH2:18][C:19]6([CH2:34][CH2:33][CH2:32]6)[N:20]5[C:28]=4[CH:27]=3)[O:31][C:37]=2[CH:38]=1. Given the reactants O=P12OP3(OP(OP(O3)(O1)=O)(=O)O2)=O.[O:15]=[C:16]1[C:21]2=[CH:22][C:23]3[CH:24]=[CH:25][C:26]([C:29]([OH:31])=O)=[CH:27][C:28]=3[N:20]2[C:19]2([CH2:34][CH2:33][CH2:32]2)[CH2:18][NH:17]1.[NH2:35][C:36]1[C:41]([N+:42]([O-:44])=[O:43])=[CH:40][C:39]([Br:45])=[CH:38][C:37]=1O, predict the reaction product. (2) Given the reactants Cl.[O:2]([NH2:4])[CH3:3].[Cl:5][C:6]1[CH:11]=[CH:10][C:9]([C:12]([CH:14]2[CH2:16][CH2:15]2)=O)=[CH:8][CH:7]=1, predict the reaction product. The product is: [CH3:3][O:2][N:4]=[C:12]([C:9]1[CH:8]=[CH:7][C:6]([Cl:5])=[CH:11][CH:10]=1)[CH:14]1[CH2:16][CH2:15]1. (3) Given the reactants [C:1]([C:3]1[N:8]=[CH:7][C:6]([N:9]2[C:16](=[O:17])[C:12]3([CH2:15][CH2:14][CH2:13]3)[N:11]([C:18]3[CH:26]=[CH:25][C:21]([C:22]([OH:24])=O)=[C:20]([F:27])[CH:19]=3)[C:10]2=[S:28])=[CH:5][C:4]=1[C:29]([F:32])([F:31])[F:30])#[N:2].[N:33]1[CH:38]=[CH:37][CH:36]=[CH:35][C:34]=1[CH2:39][CH2:40][NH2:41].CN(C(ON1N=NC2C=CC=NC1=2)=[N+](C)C)C.F[P-](F)(F)(F)(F)F.CCN(C(C)C)C(C)C, predict the reaction product. The product is: [C:1]([C:3]1[N:8]=[CH:7][C:6]([N:9]2[C:16](=[O:17])[C:12]3([CH2:15][CH2:14][CH2:13]3)[N:11]([C:18]3[CH:26]=[CH:25][C:21]([C:22]([NH:41][CH2:40][CH2:39][C:34]4[CH:35]=[CH:36][CH:37]=[CH:38][N:33]=4)=[O:24])=[C:20]([F:27])[CH:19]=3)[C:10]2=[S:28])=[CH:5][C:4]=1[C:29]([F:32])([F:31])[F:30])#[N:2]. (4) The product is: [NH2:1][C:2]1[N:3]([CH3:24])[C:4](=[O:23])[C:5]2([C:15]3[C:10](=[CH:11][CH:12]=[C:13]([C:33]4[CH:34]=[C:29]([CH:30]=[CH:31][CH:32]=4)[C:27]([N:26]([CH3:38])[CH3:25])=[O:28])[CH:14]=3)[O:9][CH:8]([C:17]3[CH:22]=[CH:21][CH:20]=[CH:19][CH:18]=3)[CH2:7]2)[N:6]=1. Given the reactants [NH2:1][C:2]1[N:3]([CH3:24])[C:4](=[O:23])[C:5]2([C:15]3[C:10](=[CH:11][CH:12]=[C:13](Br)[CH:14]=3)[O:9][CH:8]([C:17]3[CH:22]=[CH:21][CH:20]=[CH:19][CH:18]=3)[CH2:7]2)[N:6]=1.[CH3:25][N:26]([CH3:38])[C:27]([C:29]1[CH:30]=[C:31](B(O)O)[CH:32]=[CH:33][CH:34]=1)=[O:28], predict the reaction product. (5) Given the reactants O[CH:2]([CH:20]1[CH2:25][CH2:24][O:23][CH2:22][CH2:21]1)[CH:3]1[C:7](=[O:8])[C:6]([C:9]2[C:14]([CH3:15])=[CH:13][C:12]([CH3:16])=[CH:11][C:10]=2[CH3:17])=[C:5]([O:18]C)[CH2:4]1, predict the reaction product. The product is: [O:23]1[CH2:22][CH2:21][CH:20](/[CH:2]=[C:3]2/[C:7](=[O:8])[CH:6]([C:9]3[C:10]([CH3:17])=[CH:11][C:12]([CH3:16])=[CH:13][C:14]=3[CH3:15])[C:5](=[O:18])[CH2:4]/2)[CH2:25][CH2:24]1. (6) Given the reactants [CH3:1][N:2]([CH2:4][C:5]1[CH:14]=[CH:13][C:8]([C:9]([O:11]C)=[O:10])=[C:7]([NH:15][C:16](=[O:44])[C@H:17]([NH:29][C:30]([N:32]2[CH2:37][CH2:36][CH:35]([C:38]3[CH:43]=[CH:42][CH:41]=[CH:40][CH:39]=3)[CH2:34][CH2:33]2)=[O:31])[C@H:18]([C:20]2[C:28]3[C:23](=[CH:24][CH:25]=[CH:26][CH:27]=3)[NH:22][CH:21]=2)[CH3:19])[CH:6]=1)[CH3:3].CO.[OH-].[Na+].Cl, predict the reaction product. The product is: [CH3:1][N:2]([CH2:4][C:5]1[CH:14]=[CH:13][C:8]([C:9]([OH:11])=[O:10])=[C:7]([NH:15][C:16](=[O:44])[C@H:17]([NH:29][C:30]([N:32]2[CH2:37][CH2:36][CH:35]([C:38]3[CH:39]=[CH:40][CH:41]=[CH:42][CH:43]=3)[CH2:34][CH2:33]2)=[O:31])[C@H:18]([C:20]2[C:28]3[C:23](=[CH:24][CH:25]=[CH:26][CH:27]=3)[NH:22][CH:21]=2)[CH3:19])[CH:6]=1)[CH3:3]. (7) Given the reactants [OH:1][CH2:2][CH:3]1[CH2:20][C:5]2([CH2:8][CH:7]([C:9]3[C:18]4[C:13](=[CH:14][CH:15]=[CH:16][CH:17]=4)[C:12](=[O:19])[NH:11][N:10]=3)[CH2:6]2)[CH2:4]1.[Cl:21][C:22]([Cl:27])([Cl:26])C([O-])=O.[Na+].ClC(Cl)(Cl)C(O)=O, predict the reaction product. The product is: [Cl:21][C:22]([Cl:27])([Cl:26])[CH:2]([CH:3]1[CH2:4][C:5]2([CH2:6][CH:7]([C:9]3[C:18]4[C:13](=[CH:14][CH:15]=[CH:16][CH:17]=4)[C:12](=[O:19])[NH:11][N:10]=3)[CH2:8]2)[CH2:20]1)[OH:1].